From a dataset of Forward reaction prediction with 1.9M reactions from USPTO patents (1976-2016). Predict the product of the given reaction. (1) Given the reactants Br[CH:2]([CH3:9])[CH2:3][CH2:4][C:5]([O:7][CH3:8])=[O:6].[Na+].[I-:11], predict the reaction product. The product is: [CH3:8][O:7][C:5](=[O:6])[CH2:4][CH2:3][CH2:2][CH2:9][I:11]. (2) Given the reactants [NH2:1][CH:2]1[CH2:7][CH2:6][N:5]([CH2:8][CH2:9][N:10]2[C:19]3[C:14](=[CH:15][CH:16]=[C:17]([O:20][CH3:21])[CH:18]=3)[N:13]=[CH:12][C:11]2=[O:22])[CH2:4][CH:3]1[OH:23].[O:24]=[C:25]1[CH2:30][O:29][C:28]2[CH:31]=[CH:32][C:33]([CH:35]=O)=[N:34][C:27]=2[NH:26]1.C(O[BH-](OC(=O)C)OC(=O)C)(=O)C.[Na+], predict the reaction product. The product is: [OH:23][CH:3]1[CH:2]([NH:1][CH2:35][C:33]2[CH:32]=[CH:31][C:28]3[O:29][CH2:30][C:25](=[O:24])[NH:26][C:27]=3[N:34]=2)[CH2:7][CH2:6][N:5]([CH2:8][CH2:9][N:10]2[C:19]3[C:14](=[CH:15][CH:16]=[C:17]([O:20][CH3:21])[CH:18]=3)[N:13]=[CH:12][C:11]2=[O:22])[CH2:4]1. (3) Given the reactants [F:1][C:2]([F:18])([F:17])[C:3]1[CH:4]=[C:5](/[C:9](/[CH3:16])=[CH:10]/[C:11]([O:13][CH2:14][CH3:15])=[O:12])[CH:6]=[CH:7][CH:8]=1, predict the reaction product. The product is: [F:1][C:2]([F:17])([F:18])[C:3]1[CH:4]=[C:5]([CH:9]([CH3:16])[CH2:10][C:11]([O:13][CH2:14][CH3:15])=[O:12])[CH:6]=[CH:7][CH:8]=1. (4) Given the reactants [C:1]([O:4][C:5]([C:7]([F:10])([F:9])[F:8])=[CH2:6])(=[O:3])[CH3:2].[Cl:11][SiH:12]([Cl:14])[Cl:13].CCCCCCC, predict the reaction product. The product is: [C:1]([O:4][CH:5]([C:7]([F:10])([F:9])[F:8])[CH2:6][Si:12]([Cl:14])([Cl:13])[Cl:11])(=[O:3])[CH3:2]. (5) Given the reactants Br[C:2]1[C:3]([C:9]2[CH:14]=[CH:13][C:12]([NH:15][C:16]([NH:18][C:19]3[CH:24]=[CH:23][CH:22]=[CH:21][CH:20]=3)=[O:17])=[CH:11][CH:10]=2)=[N:4][N:5]([CH2:7][CH3:8])[CH:6]=1.[C:25]1([S:31]([N:34]2[C:38]3=[N:39][CH:40]=[CH:41][C:42](B4OC(C)(C)C(C)(C)O4)=[C:37]3[CH:36]=[C:35]2[CH:52]=[O:53])(=[O:33])=[O:32])[CH:30]=[CH:29][CH:28]=[CH:27][CH:26]=1, predict the reaction product. The product is: [CH:52]([C:35]1[N:34]([S:31]([C:25]2[CH:30]=[CH:29][CH:28]=[CH:27][CH:26]=2)(=[O:32])=[O:33])[C:38]2=[N:39][CH:40]=[CH:41][C:42]([C:2]3[C:3]([C:9]4[CH:14]=[CH:13][C:12]([NH:15][C:16]([NH:18][C:19]5[CH:24]=[CH:23][CH:22]=[CH:21][CH:20]=5)=[O:17])=[CH:11][CH:10]=4)=[N:4][N:5]([CH2:7][CH3:8])[CH:6]=3)=[C:37]2[CH:36]=1)=[O:53]. (6) Given the reactants [CH3:1][O:2][C:3](=[O:12])[C@H:4]([CH2:6][C:7]1[N:11]=[CH:10][NH:9][CH:8]=1)[NH2:5].C([O-])(=O)C.[Na+].O=[CH:19][CH2:20][NH:21][C:22](=[O:28])[O:23][C:24]([CH3:27])([CH3:26])[CH3:25].C([BH3-])#N.[Na+].Cl.C(=O)([O-])[O-].[Na+].[Na+], predict the reaction product. The product is: [C:24]([O:23][C:22]([NH:21][CH2:20][CH2:19][NH:5][C@@H:4]([CH2:6][C:7]1[N:11]=[CH:10][NH:9][CH:8]=1)[C:3]([O:2][CH3:1])=[O:12])=[O:28])([CH3:27])([CH3:26])[CH3:25]. (7) The product is: [CH3:1][C:2]1[CH:11]=[CH:10][C:9]2[C:4](=[CH:5][CH:6]=[CH:7][C:8]=2[O:12][CH2:13][CH2:14][N:15]2[CH2:16][CH2:17][CH:18]([CH2:21][C:22]3[CH:23]=[C:24]([C:25]([N:31]4[CH2:35][CH2:34][CH2:33][CH2:32]4)=[O:26])[CH:28]=[CH:29][CH:30]=3)[CH2:19][CH2:20]2)[N:3]=1. Given the reactants [CH3:1][C:2]1[CH:11]=[CH:10][C:9]2[C:4](=[CH:5][CH:6]=[CH:7][C:8]=2[O:12][CH2:13][CH2:14][N:15]2[CH2:20][CH2:19][CH:18]([CH2:21][C:22]3[CH:23]=[C:24]([CH:28]=[CH:29][CH:30]=3)[C:25](O)=[O:26])[CH2:17][CH2:16]2)[N:3]=1.[NH:31]1[CH2:35][CH2:34][CH2:33][CH2:32]1, predict the reaction product.